This data is from Catalyst prediction with 721,799 reactions and 888 catalyst types from USPTO. The task is: Predict which catalyst facilitates the given reaction. (1) Reactant: [C:1]([O:9][CH2:10][CH3:11])(=[O:8])[CH2:2][C:3]([O:5][CH2:6][CH3:7])=[O:4].[H-].[Na+].[C:14]([C:16]1[CH:21]=[CH:20][C:19](Br)=[CH:18][CH:17]=1)#[N:15].Cl. Product: [C:14]([C:16]1[CH:21]=[CH:20][C:19]([CH:2]([C:3]([O:5][CH2:6][CH3:7])=[O:4])[C:1]([O:9][CH2:10][CH3:11])=[O:8])=[CH:18][CH:17]=1)#[N:15]. The catalyst class is: 12. (2) Reactant: [N+:1]([C:4]1[CH:5]=[C:6]([C:9]([O:11][CH2:12][CH3:13])=[O:10])[NH:7][CH:8]=1)([O-:3])=[O:2].[H-].[Na+].[CH2:16](Br)[C:17]1[CH:22]=[CH:21][CH:20]=[CH:19][CH:18]=1.O. Product: [CH2:16]([N:7]1[CH:8]=[C:4]([N+:1]([O-:3])=[O:2])[CH:5]=[C:6]1[C:9]([O:11][CH2:12][CH3:13])=[O:10])[C:17]1[CH:22]=[CH:21][CH:20]=[CH:19][CH:18]=1. The catalyst class is: 9. (3) Reactant: [Cl:1][C:2]1[C:11]2[C:6](=[C:7]([N+:13]([O-])=O)[CH:8]=[CH:9][C:10]=2[CH3:12])[N:5]=[C:4]([O:16][CH3:17])[CH:3]=1.S(S([O-])=O)([O-])=O.[Na+].[Na+].[OH-].[Na+]. Product: [Cl:1][C:2]1[C:11]2[C:6](=[C:7]([NH2:13])[CH:8]=[CH:9][C:10]=2[CH3:12])[N:5]=[C:4]([O:16][CH3:17])[CH:3]=1. The catalyst class is: 8. (4) Reactant: [C:1]1([CH2:7][CH2:8][C:9]([O:11]CCCC)=[O:10])[CH2:6][CH2:5][CH2:4][CH2:3][CH:2]=1.CC(O)C.[OH-].[Na+].Cl. Product: [C:1]1([CH2:7][CH2:8][C:9]([OH:11])=[O:10])[CH2:6][CH2:5][CH2:4][CH2:3][CH:2]=1. The catalyst class is: 11. (5) Reactant: [F:1][C:2]([F:29])([F:28])[C:3]1[CH:4]=[C:5]([C:13]([CH3:27])([CH3:26])[C:14]([N:16]([C:18]2[CH:19]=[N:20][C:21]([Cl:25])=[CH:22][C:23]=2I)[CH3:17])=[O:15])[CH:6]=[C:7]([C:9]([F:12])([F:11])[F:10])[CH:8]=1.[Cl:30][C:31]1[CH:36]=[C:35]([F:37])[CH:34]=[CH:33][C:32]=1B(O)O.C(=O)([O-])[O-].[Na+].[Na+]. Product: [F:1][C:2]([F:29])([F:28])[C:3]1[CH:4]=[C:5]([C:13]([CH3:27])([CH3:26])[C:14]([N:16]([C:18]2[CH:19]=[N:20][C:21]([Cl:25])=[CH:22][C:23]=2[C:32]2[CH:33]=[CH:34][C:35]([F:37])=[CH:36][C:31]=2[Cl:30])[CH3:17])=[O:15])[CH:6]=[C:7]([C:9]([F:12])([F:11])[F:10])[CH:8]=1. The catalyst class is: 77. (6) Reactant: F[C:2]1[CH:3]=[C:4]([CH:7]=[CH:8][CH:9]=1)[C:5]#[N:6].[F:10][C:11]([F:20])([F:19])[C:12]1[CH:17]=[CH:16][CH:15]=[CH:14][C:13]=1[OH:18].C(=O)([O-])[O-].[Cs+].[Cs+].Cl. Product: [F:10][C:11]([F:19])([F:20])[C:12]1[CH:17]=[CH:16][CH:15]=[CH:14][C:13]=1[O:18][C:2]1[CH:3]=[C:4]([CH:7]=[CH:8][CH:9]=1)[C:5]#[N:6]. The catalyst class is: 3. (7) Reactant: [F:1][C:2]1[C:3]([C:32]([F:35])([F:34])[F:33])=[C:4]([C:8]([N:10]2[CH2:15][CH2:14][N:13]([C:16]3[S:17][C:18]([C:21]4[N:22]=[N:23][N:24]([CH2:26][C:27]([O:29]CC)=[O:28])[N:25]=4)=[CH:19][N:20]=3)[CH2:12][CH2:11]2)=[O:9])[CH:5]=[CH:6][CH:7]=1.[Li+].[OH-]. Product: [F:1][C:2]1[C:3]([C:32]([F:35])([F:33])[F:34])=[C:4]([C:8]([N:10]2[CH2:11][CH2:12][N:13]([C:16]3[S:17][C:18]([C:21]4[N:22]=[N:23][N:24]([CH2:26][C:27]([OH:29])=[O:28])[N:25]=4)=[CH:19][N:20]=3)[CH2:14][CH2:15]2)=[O:9])[CH:5]=[CH:6][CH:7]=1. The catalyst class is: 1.